Dataset: Forward reaction prediction with 1.9M reactions from USPTO patents (1976-2016). Task: Predict the product of the given reaction. (1) Given the reactants [C:1]12([NH2:11])[CH2:10][CH:5]3[CH2:6][CH:7]([CH2:9][CH:3]([CH2:4]3)[CH2:2]1)[CH2:8]2.[S:12]1[CH:16]=[CH:15][N:14]2[CH:17]=[C:18]([CH:20]=O)[N:19]=[C:13]12, predict the reaction product. The product is: [C:1]12([NH:11][CH2:20][C:18]3[N:19]=[C:13]4[N:14]([CH:17]=3)[CH:15]=[CH:16][S:12]4)[CH2:8][CH:7]3[CH2:6][CH:5]([CH2:4][CH:3]([CH2:9]3)[CH2:2]1)[CH2:10]2. (2) Given the reactants [CH:1]1[C:13]2[NH:12][C:11]3[C:6](=[CH:7][CH:8]=[CH:9][CH:10]=3)[C:5]=2[CH:4]=[CH:3][CH:2]=1.I[C:15]1[CH:20]=[CH:19][C:18]([O:21][CH3:22])=[CH:17][CH:16]=1.P([O-])([O-])([O-])=O.[K+].[K+].[K+].N[C@@H]1CCCC[C@H]1N, predict the reaction product. The product is: [CH3:22][O:21][C:18]1[CH:19]=[CH:20][C:15]([N:12]2[C:11]3[CH:10]=[CH:9][CH:8]=[CH:7][C:6]=3[C:5]3[C:13]2=[CH:1][CH:2]=[CH:3][CH:4]=3)=[CH:16][CH:17]=1. (3) Given the reactants [N:1]([Sn](C)(C)C)=[N+:2]=[N-:3].[N:8]1[CH:13]=[CH:12][CH:11]=[CH:10][C:9]=1[CH2:14][O:15][C:16]1[CH:21]=[CH:20][C:19]([C:22]2([C:29]3[CH:36]=[CH:35][C:32]([C:33]#[N:34])=[CH:31][CH:30]=3)[CH2:27][CH:26]3[CH2:28][CH:23]2[CH2:24][CH2:25]3)=[CH:18][CH:17]=1, predict the reaction product. The product is: [N:8]1[CH:13]=[CH:12][CH:11]=[CH:10][C:9]=1[CH2:14][O:15][C:16]1[CH:17]=[CH:18][C:19]([C:22]2([C:29]3[CH:36]=[CH:35][C:32]([C:33]4[N-:34][N:3]=[N:2][N:1]=4)=[CH:31][CH:30]=3)[CH2:27][CH:26]3[CH2:28][CH:23]2[CH2:24][CH2:25]3)=[CH:20][CH:21]=1.[NH4+:1]. (4) Given the reactants I[C:2]1[CH:3]=[CH:4][C:5]([O:10][CH2:11][CH2:12][N:13]2[CH2:17][CH2:16][CH2:15][CH2:14]2)=[C:6]([CH:9]=1)[CH2:7][NH2:8].[Cl:18][C:19]1[CH:24]=[CH:23][C:22]([C:25]2[CH:26]=[CH:27][C:28]([C:31]#[CH:32])=[N:29][CH:30]=2)=[CH:21][CH:20]=1, predict the reaction product. The product is: [Cl:18][C:19]1[CH:20]=[CH:21][C:22]([C:25]2[CH:26]=[CH:27][C:28]([C:31]#[C:32][C:2]3[CH:3]=[CH:4][C:5]([O:10][CH2:11][CH2:12][N:13]4[CH2:17][CH2:16][CH2:15][CH2:14]4)=[C:6]([CH:9]=3)[CH2:7][NH2:8])=[N:29][CH:30]=2)=[CH:23][CH:24]=1. (5) Given the reactants [NH:1]([C:3]([C:5]1[N:6]=[CH:7][C:8]([C:11]([O:13][CH2:14][CH3:15])=[O:12])=[N:9][CH:10]=1)=[O:4])[NH2:2].[N:16]([O-])=O.[Na+].O.Cl, predict the reaction product. The product is: [N:1]([C:3]([C:5]1[N:6]=[CH:7][C:8]([C:11]([O:13][CH2:14][CH3:15])=[O:12])=[N:9][CH:10]=1)=[O:4])=[N+:2]=[N-:16]. (6) The product is: [CH3:51][C@H:11]1[CH2:12][N:13]([C:15]2[CH:16]=[CH:17][C:18]3[C:19]4[N:36]=[C:35]([C:37]5[CH:42]=[CH:41][CH:40]=[C:39]([C:43]([F:46])([F:45])[F:44])[CH:38]=5)[CH:34]=[C:33]([C:47]([O:49][CH3:50])=[O:48])[C:20]=4[NH:21][C:22]=3[CH:23]=2)[CH2:14][C@@H:9]([CH3:8])[O:10]1. Given the reactants C(O)(C(F)(F)F)=O.[CH3:8][C@H:9]1[CH2:14][N:13]([C:15]2[CH:16]=[CH:17][C:18]3[C:19]4[N:36]=[C:35]([C:37]5[CH:42]=[CH:41][CH:40]=[C:39]([C:43]([F:46])([F:45])[F:44])[CH:38]=5)[CH:34]=[C:33]([C:47]([O:49][CH3:50])=[O:48])[C:20]=4[N:21](CC4C=CC(OC)=CC=4)[C:22]=3[CH:23]=2)[CH2:12][C@@H:11]([CH3:51])[O:10]1.C1(OC)C=CC=CC=1, predict the reaction product.